Dataset: NCI-60 drug combinations with 297,098 pairs across 59 cell lines. Task: Regression. Given two drug SMILES strings and cell line genomic features, predict the synergy score measuring deviation from expected non-interaction effect. (1) Drug 1: CN(C)C1=NC(=NC(=N1)N(C)C)N(C)C. Drug 2: B(C(CC(C)C)NC(=O)C(CC1=CC=CC=C1)NC(=O)C2=NC=CN=C2)(O)O. Cell line: NCIH23. Synergy scores: CSS=18.3, Synergy_ZIP=8.22, Synergy_Bliss=11.4, Synergy_Loewe=4.83, Synergy_HSA=11.0. (2) Drug 1: C1=CC(=CC=C1CCC2=CNC3=C2C(=O)NC(=N3)N)C(=O)NC(CCC(=O)O)C(=O)O. Drug 2: COC1=CC(=CC(=C1O)OC)C2C3C(COC3=O)C(C4=CC5=C(C=C24)OCO5)OC6C(C(C7C(O6)COC(O7)C8=CC=CS8)O)O. Cell line: HS 578T. Synergy scores: CSS=22.9, Synergy_ZIP=1.39, Synergy_Bliss=1.35, Synergy_Loewe=4.81, Synergy_HSA=6.21. (3) Drug 1: C1=NNC2=C1C(=O)NC=N2. Drug 2: CC(C)NC(=O)C1=CC=C(C=C1)CNNC.Cl. Cell line: K-562. Synergy scores: CSS=5.96, Synergy_ZIP=-2.58, Synergy_Bliss=-4.63, Synergy_Loewe=-4.24, Synergy_HSA=-4.05. (4) Synergy scores: CSS=-18.4, Synergy_ZIP=6.61, Synergy_Bliss=-3.44, Synergy_Loewe=-12.6, Synergy_HSA=-15.2. Cell line: HL-60(TB). Drug 1: C1CCC(C1)C(CC#N)N2C=C(C=N2)C3=C4C=CNC4=NC=N3. Drug 2: CC(C)CN1C=NC2=C1C3=CC=CC=C3N=C2N. (5) Drug 1: C1CCC(CC1)NC(=O)N(CCCl)N=O. Drug 2: CN(C)N=NC1=C(NC=N1)C(=O)N. Cell line: SK-MEL-28. Synergy scores: CSS=8.87, Synergy_ZIP=-2.55, Synergy_Bliss=-4.09, Synergy_Loewe=-12.5, Synergy_HSA=-6.01. (6) Drug 1: CC1C(C(CC(O1)OC2CC(OC(C2O)C)OC3=CC4=CC5=C(C(=O)C(C(C5)C(C(=O)C(C(C)O)O)OC)OC6CC(C(C(O6)C)O)OC7CC(C(C(O7)C)O)OC8CC(C(C(O8)C)O)(C)O)C(=C4C(=C3C)O)O)O)O. Drug 2: CS(=O)(=O)OCCCCOS(=O)(=O)C. Cell line: UACC62. Synergy scores: CSS=55.9, Synergy_ZIP=-0.646, Synergy_Bliss=0.803, Synergy_Loewe=-39.7, Synergy_HSA=-0.123. (7) Drug 1: C1=CN(C=N1)CC(O)(P(=O)(O)O)P(=O)(O)O. Drug 2: CCC1(C2=C(COC1=O)C(=O)N3CC4=CC5=C(C=CC(=C5CN(C)C)O)N=C4C3=C2)O.Cl. Cell line: SK-MEL-2. Synergy scores: CSS=16.8, Synergy_ZIP=11.0, Synergy_Bliss=13.6, Synergy_Loewe=-10.8, Synergy_HSA=9.10.